This data is from Full USPTO retrosynthesis dataset with 1.9M reactions from patents (1976-2016). The task is: Predict the reactants needed to synthesize the given product. Given the product [F:16][C:2]([F:1])([F:15])[CH2:3][O:4][C:5]1[CH:6]=[N:7][C:8]2[CH2:9][CH2:10][CH2:11][CH2:12][C:13]=2[CH:14]=1, predict the reactants needed to synthesize it. The reactants are: [F:1][C:2]([F:16])([F:15])[CH2:3][O:4][C:5]1[CH:6]=[N:7][C:8]2[C:13]([CH:14]=1)=[CH:12][CH:11]=[CH:10][CH:9]=2.